Dataset: Peptide-MHC class II binding affinity with 134,281 pairs from IEDB. Task: Regression. Given a peptide amino acid sequence and an MHC pseudo amino acid sequence, predict their binding affinity value. This is MHC class II binding data. (1) The binding affinity (normalized) is 0. The MHC is H-2-IAd with pseudo-sequence H-2-IAd. The peptide sequence is IFKLGGRDSRSGSPMARR. (2) The peptide sequence is TANVPPADKYKTLEA. The MHC is HLA-DPA10301-DPB10402 with pseudo-sequence HLA-DPA10301-DPB10402. The binding affinity (normalized) is 0. (3) The peptide sequence is KRHRLIGAVVLAVSV. The MHC is HLA-DQA10401-DQB10402 with pseudo-sequence HLA-DQA10401-DQB10402. The binding affinity (normalized) is 0.0592. (4) The binding affinity (normalized) is 0.153. The MHC is HLA-DQA10301-DQB10302 with pseudo-sequence HLA-DQA10301-DQB10302. The peptide sequence is INLIIHYVHRAGALG. (5) The peptide sequence is PPVSFHGSDGCWYPM. The MHC is HLA-DQA10601-DQB10402 with pseudo-sequence HLA-DQA10601-DQB10402. The binding affinity (normalized) is 0.369. (6) The peptide sequence is ALSAMMLDRLGLKMQ. The MHC is DRB1_0101 with pseudo-sequence DRB1_0101. The binding affinity (normalized) is 0.585. (7) The peptide sequence is CGSLIGMTNRATWAS. The MHC is DRB3_0101 with pseudo-sequence DRB3_0101. The binding affinity (normalized) is 0.165. (8) The peptide sequence is SLYVRASGRVTVSTK. The MHC is DRB1_1302 with pseudo-sequence DRB1_1302. The binding affinity (normalized) is 0.333.